From a dataset of Forward reaction prediction with 1.9M reactions from USPTO patents (1976-2016). Predict the product of the given reaction. The product is: [CH3:22][C:23]1[CH:24]=[C:25]([CH:28]=[CH:29][CH:30]=1)[CH2:26][N:1]1[CH2:6][CH2:5][CH2:4][CH2:3][C@@H:2]1[C:7]([NH:9][C@H:10]([C:12]1[CH:13]=[CH:14][C:15]([C:16]([O:18][CH3:19])=[O:17])=[CH:20][CH:21]=1)[CH3:11])=[O:8]. Given the reactants [NH:1]1[CH2:6][CH2:5][CH2:4][CH2:3][C@@H:2]1[C:7]([NH:9][C@H:10]([C:12]1[CH:21]=[CH:20][C:15]([C:16]([O:18][CH3:19])=[O:17])=[CH:14][CH:13]=1)[CH3:11])=[O:8].[CH3:22][C:23]1[CH:24]=[C:25]([CH:28]=[CH:29][CH:30]=1)[CH2:26]Br.C([O-])([O-])=O.[Na+].[Na+], predict the reaction product.